Dataset: Forward reaction prediction with 1.9M reactions from USPTO patents (1976-2016). Task: Predict the product of the given reaction. Given the reactants [NH:1]1[C:5]2[CH:6]=[CH:7][CH:8]=[CH:9][C:4]=2[N:3]=[N:2]1.Cl.Cl[CH2:12][C:13]1[CH:14]=[C:15]([C:19]2[N:24]=[CH:23][C:22]([O:25][CH2:26][CH2:27][N:28]3[CH2:33][CH2:32][O:31][CH2:30][CH2:29]3)=[CH:21][N:20]=2)[CH:16]=[CH:17][CH:18]=1.C(=O)([O-])O.[Na+].O, predict the reaction product. The product is: [N:28]1([CH2:27][CH2:26][O:25][C:22]2[CH:23]=[N:24][C:19]([C:15]3[CH:14]=[C:13]([CH:18]=[CH:17][CH:16]=3)[CH2:12][N:1]3[C:5]4[CH:6]=[CH:7][CH:8]=[CH:9][C:4]=4[N:3]=[N:2]3)=[N:20][CH:21]=2)[CH2:29][CH2:30][O:31][CH2:32][CH2:33]1.